Task: Predict the reaction yield, written as a fraction of the theoretical maximum amount of product (1.0 means a 100% yield; for example, 0.34 means a 34% yield).. Dataset: Reaction yield outcomes from USPTO patents with 853,638 reactions (1) The reactants are C(C1C=C(NC2N=C(NC3C=CC=C(C(O)=O)C=3)C(F)=CN=2)C=CC=1)(O)=O.C[O:29][C:30]([C:32]1[CH:37]=[CH:36][C:35]([NH:38][C:39]2[N:44]=[C:43]([NH:45][C:46]3[CH:51]=[CH:50][C:49]([C:52]([O:54]C)=[O:53])=[CH:48][CH:47]=3)[C:42]([F:56])=[CH:41][N:40]=2)=[CH:34][CH:33]=1)=[O:31].[OH-].[Na+]. No catalyst specified. The product is [C:30]([C:32]1[CH:37]=[CH:36][C:35]([NH:38][C:39]2[N:44]=[C:43]([NH:45][C:46]3[CH:51]=[CH:50][C:49]([C:52]([OH:54])=[O:53])=[CH:48][CH:47]=3)[C:42]([F:56])=[CH:41][N:40]=2)=[CH:34][CH:33]=1)([OH:31])=[O:29]. The yield is 0.590. (2) The reactants are [F:1][C:2]([F:7])([F:6])[C:3]([OH:5])=[O:4].[Br:8][C:9]1[CH:10]=[C:11]([N:15]2[C:23]3[CH2:22][CH2:21][N:20](C(OC(C)(C)C)=O)[CH2:19][C:18]=3[C:17]([C:31]([O:33][CH2:34][CH3:35])=[O:32])=[N:16]2)[CH:12]=[CH:13][CH:14]=1.ClCCl. No catalyst specified. The product is [F:1][C:2]([F:7])([F:6])[C:3]([OH:5])=[O:4].[Br:8][C:9]1[CH:10]=[C:11]([N:15]2[C:23]3[CH2:22][CH2:21][NH:20][CH2:19][C:18]=3[C:17]([C:31]([O:33][CH2:34][CH3:35])=[O:32])=[N:16]2)[CH:12]=[CH:13][CH:14]=1. The yield is 0.870. (3) The reactants are [OH:1][C:2]1[CH:7]=[CH:6][C:5]([Br:8])=[CH:4][N:3]=1.C(=O)([O-])[O-].[K+].[K+].[I-].[Na+].Cl[CH2:18][C:19]#[N:20]. No catalyst specified. The product is [Br:8][C:5]1[CH:6]=[CH:7][C:2](=[O:1])[N:3]([CH2:18][C:19]#[N:20])[CH:4]=1. The yield is 0.670. (4) The reactants are O1CCCC1.[H-].[Al+3].[Li+].[H-].[H-].[H-].[OH-].[Na+].O.[C:15]([C:17]([C:28]1[CH:32]=[CH:31][S:30][CH:29]=1)([CH:25]([CH3:27])[CH3:26])[CH2:18][CH2:19][C:20](OCC)=[O:21])#[N:16]. No catalyst specified. The product is [C:15]([C:17]([C:28]1[CH:32]=[CH:31][S:30][CH:29]=1)([CH:25]([CH3:27])[CH3:26])[CH2:18][CH2:19][CH2:20][OH:21])#[N:16]. The yield is 0.950. (5) The reactants are C([O:5][C:6](=[O:19])[CH2:7][NH:8][C:9]([C:11]1[C:16]([OH:17])=[CH:15][C:14]([OH:18])=[CH:13][N:12]=1)=[O:10])(C)(C)C.FC(F)(F)C(O)=O. The catalyst is C(Cl)Cl. The product is [OH:17][C:16]1[C:11]([C:9]([NH:8][CH2:7][C:6]([OH:19])=[O:5])=[O:10])=[N:12][CH:13]=[C:14]([OH:18])[CH:15]=1. The yield is 0.890.